Dataset: Catalyst prediction with 721,799 reactions and 888 catalyst types from USPTO. Task: Predict which catalyst facilitates the given reaction. (1) Reactant: [NH2:1][C:2]1([CH3:16])[C:6]2([CH2:8][CH2:7]2)[CH2:5][N:4]([CH2:9][C:10]2[CH:15]=[CH:14][CH:13]=[CH:12][CH:11]=2)[CH2:3]1.[C:17]([OH:27])(=[O:26])[C@@H:18]([C:20]1[CH:25]=[CH:24][CH:23]=[CH:22][CH:21]=1)[OH:19]. Product: [C:17]([OH:27])(=[O:26])[C@@H:18]([C:20]1[CH:25]=[CH:24][CH:23]=[CH:22][CH:21]=1)[OH:19].[NH2:1][C:2]1([CH3:16])[C:6]2([CH2:8][CH2:7]2)[CH2:5][N:4]([CH2:9][C:10]2[CH:15]=[CH:14][CH:13]=[CH:12][CH:11]=2)[CH2:3]1. The catalyst class is: 11. (2) Reactant: [Br:1][C:2]1[CH:3]=[C:4]([CH2:8][C:9]([OH:11])=O)[CH:5]=[N:6][CH:7]=1.CN(C(ON1N=NC2C=CC=CC1=2)=[N+](C)C)C.[B-](F)(F)(F)F.[NH:34]1[CH2:39][CH2:38][O:37][CH2:36][CH2:35]1. Product: [Br:1][C:2]1[CH:3]=[C:4]([CH2:8][C:9]([N:34]2[CH2:39][CH2:38][O:37][CH2:36][CH2:35]2)=[O:11])[CH:5]=[N:6][CH:7]=1. The catalyst class is: 31. (3) Reactant: [NH2:1][C@:2]1([C:21](OC)=[O:22])[CH2:6][CH2:5][C@@H:4]([C:7]2[CH:12]=[CH:11][C:10]([CH2:13][CH2:14][CH2:15][CH2:16][CH2:17][CH2:18][O:19][CH3:20])=[CH:9][CH:8]=2)[CH2:3]1.[BH4-].[Na+].[ClH:27]. Product: [NH2:1][C@:2]1([CH2:21][OH:22])[CH2:6][CH2:5][C@@H:4]([C:7]2[CH:12]=[CH:11][C:10]([CH2:13][CH2:14][CH2:15][CH2:16][CH2:17][CH2:18][O:19][CH3:20])=[CH:9][CH:8]=2)[CH2:3]1.[OH2:19].[ClH:27]. The catalyst class is: 14. (4) Reactant: [CH3:1][O:2][C:3]([C:5]1[S:9][C:8]2[CH:10]=[C:11]([C:14](O)=[O:15])[CH:12]=[CH:13][C:7]=2[C:6]=1[O:17][CH2:18][C:19]([O:21][CH3:22])=[O:20])=[O:4].C([SnH](CCCC)CCCC)CCC. Product: [CH3:1][O:2][C:3]([C:5]1[S:9][C:8]2[CH:10]=[C:11]([CH:14]=[O:15])[CH:12]=[CH:13][C:7]=2[C:6]=1[O:17][CH2:18][C:19]([O:21][CH3:22])=[O:20])=[O:4]. The catalyst class is: 309. (5) The catalyst class is: 6. Product: [Br:3][C:4]1[C:5]([I:19])=[C:6]([OH:14])[C:7]([O:10][CH:11]([F:13])[F:12])=[CH:8][CH:9]=1. Reactant: CO.[Br:3][C:4]1[CH:9]=[CH:8][C:7]([O:10][CH:11]([F:13])[F:12])=[C:6]([O:14]CC2CC2)[C:5]=1[I:19].Cl. (6) Reactant: [Cl:1][C:2]1[CH:7]=[CH:6][C:5]([N:8]2[CH:12]=[CH:11][CH:10]=[C:9]2[CH:13]=[CH:14][C:15]([OH:17])=[O:16])=[C:4]([CH:18]([C:20]2[CH:25]=[CH:24][CH:23]=[C:22]([O:26][CH3:27])[CH:21]=2)[OH:19])[CH:3]=1.ON1C2C=CC=CC=2N=N1.[NH:38]1[CH2:43][CH2:42][CH:41]([CH2:44][C:45]([O:47][CH2:48][CH3:49])=[O:46])[CH2:40][CH2:39]1.Cl.C(N=C=NCCCN(C)C)C. Product: [Cl:1][C:2]1[CH:7]=[CH:6][C:5]([N:8]2[CH:12]=[CH:11][CH:10]=[C:9]2[CH:13]=[CH:14][C:15]([O:17][N:38]2[CH2:43][CH2:42][CH:41]([CH2:44][C:45]([O:47][CH2:48][CH3:49])=[O:46])[CH2:40][CH2:39]2)=[O:16])=[C:4]([CH:18]([C:20]2[CH:25]=[CH:24][CH:23]=[C:22]([O:26][CH3:27])[CH:21]=2)[OH:19])[CH:3]=1. The catalyst class is: 4. (7) Reactant: [C:1]([N:5]1[CH:9]=[C:8]2[O:10][C:11]3([CH2:19][CH2:18][N:17](C(OC(C)(C)C)=O)[CH2:16][CH2:15]3)[CH2:12][C:13](=[O:14])[C:7]2=[N:6]1)([CH3:4])([CH3:3])[CH3:2].C(OCC)(=O)C.C(Cl)(=O)C. Product: [C:1]([N:5]1[CH:9]=[C:8]2[O:10][C:11]3([CH2:15][CH2:16][NH:17][CH2:18][CH2:19]3)[CH2:12][C:13](=[O:14])[C:7]2=[N:6]1)([CH3:4])([CH3:2])[CH3:3]. The catalyst class is: 5.